Dataset: Full USPTO retrosynthesis dataset with 1.9M reactions from patents (1976-2016). Task: Predict the reactants needed to synthesize the given product. (1) Given the product [CH3:1][O:2][C:3]([C:5]1[CH:6]=[C:7]2[C:12](=[CH:13][CH:14]=1)[N:11]=[CH:10][C:9]([O:15][C:16]1[C:17]([Cl:26])=[CH:18][C:19]([NH2:23])=[CH:20][C:21]=1[Cl:22])=[CH:8]2)=[O:4], predict the reactants needed to synthesize it. The reactants are: [CH3:1][O:2][C:3]([C:5]1[CH:6]=[C:7]2[C:12](=[CH:13][CH:14]=1)[N:11]=[CH:10][C:9]([O:15][C:16]1[C:21]([Cl:22])=[CH:20][C:19]([N+:23]([O-])=O)=[CH:18][C:17]=1[Cl:26])=[CH:8]2)=[O:4].[NH4+].[Cl-]. (2) Given the product [N:30]1([S:27]([C:24]2[CH:23]=[CH:22][C:21]([NH:13][C:9]3[N:8]=[C:7]([C:4]4[N:3]([CH:14]5[CH2:19][CH2:18][O:17][CH2:16][CH2:15]5)[C:2]([CH3:1])=[N:6][CH:5]=4)[CH:12]=[CH:11][N:10]=3)=[CH:26][CH:25]=2)(=[O:28])=[O:29])[CH2:31][CH2:32][CH2:33]1, predict the reactants needed to synthesize it. The reactants are: [CH3:1][C:2]1[N:3]([CH:14]2[CH2:19][CH2:18][O:17][CH2:16][CH2:15]2)[C:4]([C:7]2[CH:12]=[CH:11][N:10]=[C:9]([NH2:13])[N:8]=2)=[CH:5][N:6]=1.Br[C:21]1[CH:26]=[CH:25][C:24]([S:27]([N:30]2[CH2:33][CH2:32][CH2:31]2)(=[O:29])=[O:28])=[CH:23][CH:22]=1.C([O-])([O-])=O.[Cs+].[Cs+].CC(C1C=C(C(C)C)C(C2C=CC=CC=2P(C2CCCCC2)C2CCCCC2)=C(C(C)C)C=1)C. (3) Given the product [Br:39][C:13]1[CH:14]=[C:15]([CH2:18][N:19]([C:31]2[CH:36]=[CH:35][C:34]([Cl:37])=[C:33]([Cl:38])[CH:32]=2)[C:20]2[O:21][C:22]([C:25]3[CH:26]=[CH:27][CH:28]=[CH:29][CH:30]=3)=[CH:23][N:24]=2)[CH:16]=[CH:17][C:12]=1[C:9]([P:4](=[O:3])([OH:5])[OH:8])([F:10])[F:11], predict the reactants needed to synthesize it. The reactants are: C([O:3][P:4]([C:9]([C:12]1[CH:17]=[CH:16][C:15]([CH2:18][N:19]([C:31]2[CH:36]=[CH:35][C:34]([Cl:37])=[C:33]([Cl:38])[CH:32]=2)[C:20]2[O:21][C:22]([C:25]3[CH:30]=[CH:29][CH:28]=[CH:27][CH:26]=3)=[CH:23][N:24]=2)=[CH:14][C:13]=1[Br:39])([F:11])[F:10])(=[O:8])[O:5]CC)C.C[Si](N([Si](C)(C)C)C(=O)C(F)(F)F)(C)C.I[Si](C)(C)C.